The task is: Predict the reactants needed to synthesize the given product.. This data is from Full USPTO retrosynthesis dataset with 1.9M reactions from patents (1976-2016). (1) The reactants are: [F-].C([N+](CCCC)(CCCC)CCCC)CCC.[Si]([O:26][CH2:27][C@@H:28]([N:32]1[C@H:37]([C:38]2[CH:43]=[CH:42][C:41]([Cl:44])=[CH:40][CH:39]=2)[C@@H:36]([C:45]2[CH:50]=[CH:49][CH:48]=[C:47]([Cl:51])[CH:46]=2)[O:35][C@:34]([CH2:53][C:54]2[CH:63]=[CH:62][C:57]([C:58]([O:60][CH3:61])=[O:59])=[CH:56][N:55]=2)([CH3:52])[C:33]1=[O:64])[CH:29]1[CH2:31][CH2:30]1)(C(C)(C)C)(C)C. Given the product [Cl:51][C:47]1[CH:46]=[C:45]([C@@H:36]2[C@@H:37]([C:38]3[CH:43]=[CH:42][C:41]([Cl:44])=[CH:40][CH:39]=3)[N:32]([C@@H:28]([CH:29]3[CH2:30][CH2:31]3)[CH2:27][OH:26])[C:33](=[O:64])[C@@:34]([CH2:53][C:54]3[CH:63]=[CH:62][C:57]([C:58]([O:60][CH3:61])=[O:59])=[CH:56][N:55]=3)([CH3:52])[O:35]2)[CH:50]=[CH:49][CH:48]=1, predict the reactants needed to synthesize it. (2) The reactants are: [NH:1]1[CH2:6][CH2:5][O:4][CH:3]([CH2:7][OH:8])[CH2:2]1.C(C1OC1)Cl.[CH2:14](NCCO)[C:15]1[CH:20]=[CH:19][CH:18]=[CH:17][CH:16]=1. Given the product [CH2:14]([N:1]1[CH2:6][CH2:5][O:4][CH:3]([CH2:7][OH:8])[CH2:2]1)[C:15]1[CH:20]=[CH:19][CH:18]=[CH:17][CH:16]=1, predict the reactants needed to synthesize it. (3) Given the product [CH3:52][C:53]1[C:54]2[N:61]=[C:44]([C:40]3[C:39]([NH:38][C:36](=[O:37])[C:35]4[C:34]([F:33])=[CH:50][CH:49]=[CH:48][C:47]=4[F:51])=[CH:43][NH:42][N:41]=3)[NH:60][C:55]=2[CH:56]=[CH:57][C:58]=1[CH3:59], predict the reactants needed to synthesize it. The reactants are: ClC1C=CC=C(Cl)C=1C(NC1C(C2NC3C=CC(CN4CCOCC4)=CC=3N=2)=NNC=1)=O.[F:33][C:34]1[CH:50]=[CH:49][CH:48]=[C:47]([F:51])[C:35]=1[C:36]([NH:38][C:39]1[C:40]([C:44](O)=O)=[N:41][NH:42][CH:43]=1)=[O:37].[CH3:52][C:53]1[C:54]([NH2:61])=[C:55]([NH2:60])[CH:56]=[CH:57][C:58]=1[CH3:59]. (4) Given the product [CH2:23]([OH:24])[C@H:21]1[O:22][C@@H:14]([O:13][C@@H:12]([C@H:10]([OH:11])[C@@H:8]([OH:9])[C:7]([O-:26])=[O:6])[C@H:25]([OH:30])[CH2:27][OH:28])[C@H:15]([OH:16])[C@@H:17]([OH:18])[C@H:19]1[OH:20].[CH2:23]([OH:24])[C@H:21]1[O:22][C@@H:14]([O:13][C@@H:12]([C@H:10]([OH:11])[C@@H:8]([OH:9])[C:7]([O-:26])=[O:6])[C@H:25]([OH:40])[CH2:27][OH:28])[C@H:15]([OH:16])[C@@H:17]([OH:18])[C@H:19]1[OH:20].[Ca+2:33], predict the reactants needed to synthesize it. The reactants are: P([O-])([O-])([O-])=O.[OH:6][CH:7]1[O:26][C@H:25]([CH2:27][OH:28])[C@@H:12]([O:13][C@@H:14]2[O:22][C@H:21]([CH2:23][OH:24])[C@H:19]([OH:20])[C@H:17]([OH:18])[C@H:15]2[OH:16])[C@H:10]([OH:11])[C@H:8]1[OH:9].C([O-])([O-])=[O:30].[Ca+2:33].C(O)C1[O:40]C(O)C(O)C(O)C1O. (5) Given the product [CH2:23]([C:6]12[CH2:5][CH:4]([CH2:1][C:31](=[O:30])[CH2:32][OH:27])[C:16](=[O:17])[C:15]([CH3:18])=[C:14]1[C:13]1[C:8](=[CH:9][C:10]([O:19][CH2:20][O:21][CH3:22])=[CH:11][CH:12]=1)[CH2:7]2)[CH2:24][CH2:25][CH3:26], predict the reactants needed to synthesize it. The reactants are: [CH2:1]([CH:4]1[C:16](=[O:17])[C:15]([CH3:18])=[C:14]2[C:6]([CH2:23][CH2:24][CH2:25][CH3:26])([CH2:7][C:8]3[C:13]2=[CH:12][CH:11]=[C:10]([O:19][CH2:20][O:21][CH3:22])[CH:9]=3)[CH2:5]1)C=C.[O:27]1[CH2:32][CH2:31][O:30]CC1.